This data is from Forward reaction prediction with 1.9M reactions from USPTO patents (1976-2016). The task is: Predict the product of the given reaction. Given the reactants [C:1]12([C:12]3[CH:13]=[CH:14][CH:15]=[CH:16][C:11]=3[CH2:10][O:9]1)[CH2:6][CH2:5][CH:4]([CH:7]=[O:8])[CH2:3][CH2:2]2.[BH4-].[Na+], predict the reaction product. The product is: [C:1]12([C:12]3[CH:13]=[CH:14][CH:15]=[CH:16][C:11]=3[CH2:10][O:9]1)[CH2:6][CH2:5][CH:4]([CH2:7][OH:8])[CH2:3][CH2:2]2.